This data is from Full USPTO retrosynthesis dataset with 1.9M reactions from patents (1976-2016). The task is: Predict the reactants needed to synthesize the given product. (1) Given the product [Br:1][C:2]1[CH:7]=[C:6]2[C:5](=[CH:4][C:3]=1[Cl:14])[NH:8][C:9](=[O:13])[CH2:10][CH2:11]2, predict the reactants needed to synthesize it. The reactants are: [Br:1][C:2]1[CH:7]=[CH:6][C:5]([NH:8][C:9](=[O:13])[CH2:10][CH2:11]Cl)=[CH:4][C:3]=1[Cl:14].[Cl-].[Al+3].[Cl-].[Cl-]. (2) Given the product [Cl:1][C:2]1[N:7]([CH2:14][CH:11]2[CH2:13][CH2:12]2)[C:6](=[O:8])[N:5]([CH3:9])[C:4](=[O:10])[CH:3]=1, predict the reactants needed to synthesize it. The reactants are: [Cl:1][C:2]1[NH:7][C:6](=[O:8])[N:5]([CH3:9])[C:4](=[O:10])[CH:3]=1.[CH:11]1([CH2:14]Br)[CH2:13][CH2:12]1.